The task is: Predict the reactants needed to synthesize the given product.. This data is from Full USPTO retrosynthesis dataset with 1.9M reactions from patents (1976-2016). (1) Given the product [Cl:10][C:11]1[CH:12]=[CH:13][C:14]([CH2:15][CH:16]2[C:17](=[O:19])[N:3]([CH2:1][CH3:2])[C:4](=[O:5])[NH:6][C:21]2=[O:23])=[CH:25][CH:26]=1, predict the reactants needed to synthesize it. The reactants are: [CH2:1]([NH:3][C:4]([NH2:6])=[O:5])[CH3:2].C[O-].[Na+].[Cl:10][C:11]1[CH:26]=[CH:25][C:14]([CH2:15][CH:16]([C:21]([O:23]C)=O)[C:17]([O:19]C)=O)=[CH:13][CH:12]=1.C(O)(=O)CC(CC(O)=O)(C(O)=O)O. (2) Given the product [CH2:8]([O:28][C:29]([CH3:37])([CH3:38])[C:30]([OH:32])=[O:31])[CH2:9][CH2:10][CH2:11]/[CH:12]=[CH:13]\[CH2:14]/[CH:15]=[CH:16]\[CH2:17]/[CH:18]=[CH:19]\[CH2:20]/[CH:21]=[CH:22]\[CH2:23]/[CH:24]=[CH:25]\[CH2:26][CH3:27], predict the reactants needed to synthesize it. The reactants are: FC(F)(F)C(O)=O.[CH2:8]([O:28][C:29]([CH3:38])([CH3:37])[C:30]([O:32]C(C)(C)C)=[O:31])[CH2:9][CH2:10][CH2:11]/[CH:12]=[CH:13]\[CH2:14]/[CH:15]=[CH:16]\[CH2:17]/[CH:18]=[CH:19]\[CH2:20]/[CH:21]=[CH:22]\[CH2:23]/[CH:24]=[CH:25]\[CH2:26][CH3:27].O. (3) Given the product [CH2:19]([N:10]1[C:11]([NH:12][C:13]2[CH:18]=[CH:17][CH:16]=[CH:15][CH:14]=2)=[C:6]2[C:7]([N:8]=[C:3]([CH2:2][NH:1][CH2:33][CH2:32][Cl:31])[NH:4][C:5]2=[O:26])=[N:9]1)[C:20]1[CH:21]=[CH:22][CH:23]=[CH:24][CH:25]=1, predict the reactants needed to synthesize it. The reactants are: [NH2:1][CH2:2][C:3]1[NH:4][C:5](=[O:26])[C:6]2[C:7](=[N:9][N:10]([CH2:19][C:20]3[CH:25]=[CH:24][CH:23]=[CH:22][CH:21]=3)[C:11]=2[NH:12][C:13]2[CH:18]=[CH:17][CH:16]=[CH:15][CH:14]=2)[N:8]=1.C([BH3-])#N.[Na+].[Cl:31][CH2:32][CH:33]=O. (4) Given the product [Cl:22][C:13]1[C:12]2=[CH:19][N:9]([C:3]3[C:4]([F:8])=[CH:5][CH:6]=[CH:7][C:2]=3[Cl:1])[N:10]=[C:11]2[C:16]([F:17])=[CH:15][N:14]=1, predict the reactants needed to synthesize it. The reactants are: [Cl:1][C:2]1[CH:7]=[CH:6][CH:5]=[C:4]([F:8])[C:3]=1[N:9]1[CH:19]=[C:12]2[CH:13]=[N+:14]([O-])[CH:15]=[C:16]([F:17])[C:11]2=[N:10]1.P(Cl)(Cl)([Cl:22])=O.C(=O)([O-])[O-].[Na+].[Na+]. (5) Given the product [O:1]([C:8]1[CH:13]=[CH:12][C:11]([Si:22]([C:16]2[CH:21]=[CH:20][CH:19]=[CH:18][CH:17]=2)([O:25][CH3:26])[O:23][CH3:24])=[CH:10][CH:9]=1)[C:2]1[CH:7]=[CH:6][CH:5]=[CH:4][CH:3]=1, predict the reactants needed to synthesize it. The reactants are: [O:1]([C:8]1[CH:13]=[CH:12][C:11]([Mg]Br)=[CH:10][CH:9]=1)[C:2]1[CH:7]=[CH:6][CH:5]=[CH:4][CH:3]=1.[C:16]1([Si:22](OC)([O:25][CH3:26])[O:23][CH3:24])[CH:21]=[CH:20][CH:19]=[CH:18][CH:17]=1. (6) Given the product [CH3:1][NH:2][C:3]1[C:11]2[C:6](=[CH:7][C:8]([C:12]([OH:14])=[O:13])=[CH:9][CH:10]=2)[NH:5][N:4]=1, predict the reactants needed to synthesize it. The reactants are: [CH3:1][NH:2][C:3]1[C:11]2[C:6](=[CH:7][C:8]([C:12]([O:14]C)=[O:13])=[CH:9][CH:10]=2)[NH:5][N:4]=1.Cl. (7) Given the product [Br:1][C:2]1[CH:3]=[CH:4][C:5]2[N:6]([CH:16]3[CH2:21][CH2:20][N:19]([CH2:28][C:26]4[CH:27]=[CH:22][CH:23]=[CH:24][N:25]=4)[CH2:18][CH2:17]3)[C:7]3[C:12]([S:13][C:14]=2[CH:15]=1)=[CH:11][CH:10]=[CH:9][CH:8]=3, predict the reactants needed to synthesize it. The reactants are: [Br:1][C:2]1[CH:3]=[CH:4][C:5]2[N:6]([CH:16]3[CH2:21][CH2:20][NH:19][CH2:18][CH2:17]3)[C:7]3[C:12]([S:13][C:14]=2[CH:15]=1)=[CH:11][CH:10]=[CH:9][CH:8]=3.[CH:22]1[CH:27]=[C:26]([CH:28]=O)[N:25]=[CH:24][CH:23]=1.C(O)(=O)C.C(O[BH-](OC(=O)C)OC(=O)C)(=O)C.[Na+].